Dataset: Full USPTO retrosynthesis dataset with 1.9M reactions from patents (1976-2016). Task: Predict the reactants needed to synthesize the given product. (1) Given the product [CH3:1][O:2][C:3]1[CH:8]=[C:7]([CH3:9])[C:6]([S:10]([N:13]([CH3:14])[CH2:15][C:16]2[O:17][CH:18]=[C:19]([C:21]([N:56]3[CH2:55][CH2:54][N:53]([CH:50]4[CH2:51][CH2:52][N:47]([CH3:46])[CH2:48][CH2:49]4)[CH2:58][CH2:57]3)=[O:22])[N:20]=2)(=[O:11])=[O:12])=[C:5]([CH3:24])[CH:4]=1, predict the reactants needed to synthesize it. The reactants are: [CH3:1][O:2][C:3]1[CH:8]=[C:7]([CH3:9])[C:6]([S:10]([N:13]([CH2:15][C:16]2[O:17][CH:18]=[C:19]([C:21](O)=[O:22])[N:20]=2)[CH3:14])(=[O:12])=[O:11])=[C:5]([CH3:24])[CH:4]=1.CCN=C=NCCCN(C)C.C1C=NC2N(O)N=NC=2C=1.[CH3:46][N:47]1[CH2:52][CH2:51][CH:50]([N:53]2[CH2:58][CH2:57][NH:56][CH2:55][CH2:54]2)[CH2:49][CH2:48]1. (2) Given the product [Si:18]([O:31][CH2:32][CH:33]([F:36])[CH2:34][N:10]1[C:11]2[C:6](=[CH:5][CH:4]=[C:3]([O:2][CH3:1])[CH:12]=2)[N:7]=[CH:8][C:9]1=[O:13])([C:14]([CH3:16])([CH3:17])[CH3:15])([C:25]1[CH:26]=[CH:27][CH:28]=[CH:29][CH:30]=1)[C:19]1[CH:20]=[CH:21][CH:22]=[CH:23][CH:24]=1, predict the reactants needed to synthesize it. The reactants are: [CH3:1][O:2][C:3]1[CH:12]=[C:11]2[C:6]([N:7]=[CH:8][C:9](=[O:13])[NH:10]2)=[CH:5][CH:4]=1.[C:14]([Si:18]([O:31][CH2:32][CH:33]([F:36])[CH2:34]I)([C:25]1[CH:30]=[CH:29][CH:28]=[CH:27][CH:26]=1)[C:19]1[CH:24]=[CH:23][CH:22]=[CH:21][CH:20]=1)([CH3:17])([CH3:16])[CH3:15].C(=O)([O-])[O-].[Cs+].[Cs+].O. (3) Given the product [CH:1]1([NH:4][C:5]2[N:10]3[N:11]=[CH:12][C:13]([CH:14]=[C:42]4[CH2:47][C:46](=[O:48])[NH:45][C:43]4=[O:44])=[C:9]3[N:8]=[C:7]([C:16]3[CH:21]=[CH:20][CH:19]=[C:18]([OH:22])[CH:17]=3)[CH:6]=2)[CH2:3][CH2:2]1, predict the reactants needed to synthesize it. The reactants are: [CH:1]1([NH:4][C:5]2[N:10]3[N:11]=[CH:12][C:13]([CH:14]=O)=[C:9]3[N:8]=[C:7]([C:16]3[CH:21]=[CH:20][CH:19]=[C:18]([OH:22])[CH:17]=3)[CH:6]=2)[CH2:3][CH2:2]1.C1(P(=[C:42]2[CH2:47][C:46](=[O:48])[NH:45][C:43]2=[O:44])(C2C=CC=CC=2)C2C=CC=CC=2)C=CC=CC=1. (4) Given the product [Br:22][C:12]1[C:11]([O:20][CH3:21])=[CH:10][CH:9]=[C:8]2[C:13]=1[C:14]([CH2:15][C:16]([O:18][CH3:19])=[O:17])=[C:6]([CH3:5])[NH:7]2, predict the reactants needed to synthesize it. The reactants are: C(O)(=O)C.[CH3:5][C:6]1[NH:7][C:8]2[C:13]([C:14]=1[CH2:15][C:16]([O:18][CH3:19])=[O:17])=[CH:12][C:11]([O:20][CH3:21])=[CH:10][CH:9]=2.[Br:22]Br.C(=O)([O-])O.[Na+].